From a dataset of Reaction yield outcomes from USPTO patents with 853,638 reactions. Predict the reaction yield, written as a fraction of the theoretical maximum amount of product (1.0 means a 100% yield; for example, 0.34 means a 34% yield). (1) The reactants are [NH2:1][C:2]1[C:7]2[C:8](=[O:25])[N:9]([C:13]3[CH:18]=[CH:17][C:16]([C:19]([CH3:24])([CH3:23])[C:20](O)=[O:21])=[CH:15][CH:14]=3)[CH2:10][CH2:11][O:12][C:6]=2[N:5]=[CH:4][N:3]=1.C(N(C(C)C)CC)(C)C.F[P-](F)(F)(F)(F)F.N1(O[P+](N(C)C)(N(C)C)N(C)C)C2C=CC=CC=2N=N1.[CH3:62][O:63][C:64]1[CH:71]=[CH:70][C:67]([CH2:68][NH2:69])=[CH:66][CH:65]=1. The catalyst is CN(C)C=O.O. The product is [CH3:62][O:63][C:64]1[CH:71]=[CH:70][C:67]([CH2:68][NH:69][C:20](=[O:21])[C:19]([C:16]2[CH:15]=[CH:14][C:13]([N:9]3[C:8](=[O:25])[C:7]4[C:2]([NH2:1])=[N:3][CH:4]=[N:5][C:6]=4[O:12][CH2:11][CH2:10]3)=[CH:18][CH:17]=2)([CH3:23])[CH3:24])=[CH:66][CH:65]=1. The yield is 0.450. (2) The reactants are [CH3:1][O:2][C:3](=[O:12])[C:4]1[CH:9]=[CH:8][C:7]([CH:10]=O)=[CH:6][CH:5]=1.[F:13][C:14]([F:26])([F:25])[O:15][C:16]1[CH:21]=[CH:20][C:19]([CH2:22][C:23]#[N:24])=[CH:18][CH:17]=1.C(=O)([O-])[O-].[K+].[K+]. The catalyst is CO. The product is [CH3:1][O:2][C:3](=[O:12])[C:4]1[CH:9]=[CH:8][C:7]([CH:10]=[C:22]([C:23]#[N:24])[C:19]2[CH:20]=[CH:21][C:16]([O:15][C:14]([F:13])([F:25])[F:26])=[CH:17][CH:18]=2)=[CH:6][CH:5]=1. The yield is 0.790. (3) The reactants are Cl[CH2:2][CH2:3][N:4]1[C:9](=[O:10])[C:8]2[C:11]3[CH2:17][CH2:16][N:15]([CH3:18])[CH2:14][C:12]=3[S:13][C:7]=2[N:6]=[CH:5]1.[N:19]1([C:25]2[C:29]3[CH:30]=[C:31]([CH3:34])[CH:32]=[CH:33][C:28]=3[O:27][N:26]=2)[CH2:24][CH2:23][NH:22][CH2:21][CH2:20]1.C(N(C(C)C)CC)(C)C.[Br-].[Na+]. The catalyst is CN1CCCC1=O. The product is [CH3:18][N:15]1[CH2:16][CH2:17][C:11]2[C:8]3[C:9](=[O:10])[N:4]([CH2:3][CH2:2][N:22]4[CH2:23][CH2:24][N:19]([C:25]5[C:29]6[CH:30]=[C:31]([CH3:34])[CH:32]=[CH:33][C:28]=6[O:27][N:26]=5)[CH2:20][CH2:21]4)[CH:5]=[N:6][C:7]=3[S:13][C:12]=2[CH2:14]1. The yield is 0.220. (4) The reactants are [Cl:1][C:2]1[N:10]([CH2:11][CH:12]=[CH2:13])[C:9]2[C:8](=[O:14])[NH:7][C:6](=[O:15])[NH:5][C:4]=2[N:3]=1.C(=O)([O-])[O-].[Na+].[Na+].[CH3:22][O:23][CH2:24][CH2:25][O:26][CH2:27]Cl. The catalyst is CN(C=O)C. The product is [Cl:1][C:2]1[N:10]([CH2:11][CH:12]=[CH2:13])[C:9]2[C:8](=[O:14])[NH:7][C:6](=[O:15])[N:5]([CH2:22][O:23][CH2:24][CH2:25][O:26][CH3:27])[C:4]=2[N:3]=1. The yield is 0.240. (5) The reactants are [CH3:1][C:2]1[CH:7]=[C:6]([CH3:8])[N:5]=[C:4]([N:9]2[CH2:16][CH:15]3[CH:11]([CH2:12][NH:13][CH2:14]3)[CH2:10]2)[N:3]=1.[F:17][C:18]1[C:19]([N:27]2[N:31]=[CH:30][CH:29]=[N:28]2)=[C:20]([CH:24]=[CH:25][CH:26]=1)[C:21](O)=[O:22].CN(C(ON1N=NC2C=CC=NC1=2)=[N+](C)C)C.F[P-](F)(F)(F)(F)F.CCN(C(C)C)C(C)C. The catalyst is C(OCC)(=O)C.CN(C=O)C. The product is [CH3:1][C:2]1[CH:7]=[C:6]([CH3:8])[N:5]=[C:4]([N:9]2[CH2:16][CH:15]3[CH:11]([CH2:12][N:13]([C:21]([C:20]4[CH:24]=[CH:25][CH:26]=[C:18]([F:17])[C:19]=4[N:27]4[N:31]=[CH:30][CH:29]=[N:28]4)=[O:22])[CH2:14]3)[CH2:10]2)[N:3]=1. The yield is 0.560. (6) The product is [F:25][C:26]([F:30])([F:29])[CH2:27][NH:28][C:3]([C:5]1[N:6]=[N:7][C:8]([NH:11][CH2:12][C:13]2[C:14]([C:19]3[CH:20]=[CH:21][CH:22]=[CH:23][CH:24]=3)=[N:15][O:16][C:17]=2[CH3:18])=[CH:9][CH:10]=1)=[O:4]. The reactants are CO[C:3]([C:5]1[N:6]=[N:7][C:8]([NH:11][CH2:12][C:13]2[C:14]([C:19]3[CH:24]=[CH:23][CH:22]=[CH:21][CH:20]=3)=[N:15][O:16][C:17]=2[CH3:18])=[CH:9][CH:10]=1)=[O:4].[F:25][C:26]([F:30])([F:29])[CH2:27][NH2:28]. No catalyst specified. The yield is 0.710. (7) The reactants are [CH2:1]([OH:8])[C:2]1[CH:7]=[CH:6][CH:5]=[CH:4][CH:3]=1.C(O[C@@H:13]1[O:25][C@H:24]([CH2:26][O:27]C(=O)C)[C@@H:19]([O:20]C(=O)C)[C@H:14]1[O:15]C(=O)C)(=O)C.C(=O)([O-])O.[Na+].C[O-].[Na+].CO. The catalyst is C1(C)C=CC=CC=1.[Br-].[Zn+2].[Br-]. The product is [CH2:1]([O:8][C@@H:13]1[O:25][C@H:24]([CH2:26][OH:27])[C@@H:19]([OH:20])[C@H:14]1[OH:15])[C:2]1[CH:7]=[CH:6][CH:5]=[CH:4][CH:3]=1. The yield is 0.932.